From a dataset of Catalyst prediction with 721,799 reactions and 888 catalyst types from USPTO. Predict which catalyst facilitates the given reaction. Product: [CH:2]1([C:5]2[C:10](=[O:11])[NH:9][C:8]([CH:13]=[O:14])=[CH:7][CH:6]=2)[CH2:4][CH2:3]1. Reactant: Br.[CH:2]1([C:5]2[CH:6]=[CH:7][C:8]([CH:13]=[O:14])=[N:9][C:10]=2[O:11]C)[CH2:4][CH2:3]1.O. The catalyst class is: 12.